From a dataset of Forward reaction prediction with 1.9M reactions from USPTO patents (1976-2016). Predict the product of the given reaction. (1) Given the reactants [NH2:1][C@@H:2]([C@@H:5]([O:7][C:8]([CH3:11])([CH3:10])[CH3:9])[CH3:6])[CH2:3][OH:4].[F:12][C:13]1[N:18]=[C:17](F)[C:16]([F:20])=[CH:15][N:14]=1.CCN(C(C)C)C(C)C, predict the reaction product. The product is: [C:8]([O:7][C@@H:5]([CH3:6])[C@H:2]([NH:1][C:15]1[C:16]([F:20])=[CH:17][N:18]=[C:13]([F:12])[N:14]=1)[CH2:3][OH:4])([CH3:10])([CH3:9])[CH3:11]. (2) Given the reactants [CH3:1][O:2][C:3](=[O:30])[C:4]1[CH:9]=[C:8]([O:10][C:11]2[CH:16]=[CH:15][C:14]([CH2:17][NH2:18])=[CH:13][CH:12]=2)[CH:7]=[CH:6][C:5]=1[NH:19][S:20]([C:23]1[CH:28]=[CH:27][C:26]([CH3:29])=[CH:25][CH:24]=1)(=[O:22])=[O:21].[C:31](O)(=[O:38])[C:32]1[CH:37]=[CH:36][N:35]=[CH:34][CH:33]=1.CCN=C=NCCCN(C)C.C1C=NC2N(O)N=NC=2C=1, predict the reaction product. The product is: [CH3:1][O:2][C:3](=[O:30])[C:4]1[CH:9]=[C:8]([O:10][C:11]2[CH:12]=[CH:13][C:14]([CH2:17][NH:18][C:31]([C:32]3[CH:37]=[CH:36][N:35]=[CH:34][CH:33]=3)=[O:38])=[CH:15][CH:16]=2)[CH:7]=[CH:6][C:5]=1[NH:19][S:20]([C:23]1[CH:24]=[CH:25][C:26]([CH3:29])=[CH:27][CH:28]=1)(=[O:22])=[O:21]. (3) The product is: [CH3:1][O:2][C:3](=[O:38])[NH:4][C:5]1[CH:6]=[C:7]([C:30]([C:32]2[CH:33]=[N:34][CH:35]=[CH:36][CH:37]=2)=[O:31])[CH:8]=[C:9]([C:11]2[CH:19]=[CH:18][CH:17]=[C:16]3[C:12]=2[CH:13]=[CH:14][NH:15]3)[CH:10]=1. Given the reactants [CH3:1][O:2][C:3](=[O:38])[NH:4][C:5]1[CH:10]=[C:9]([C:11]2[CH:19]=[CH:18][CH:17]=[C:16]3[C:12]=2[CH:13]=[CH:14][N:15]3[Si](C(C)C)(C(C)C)C(C)C)[CH:8]=[C:7]([C:30]([C:32]2[CH:33]=[N:34][CH:35]=[CH:36][CH:37]=2)=[O:31])[CH:6]=1.[F-].C([N+](CCCC)(CCCC)CCCC)CCC.O.C(OCC)(=O)C, predict the reaction product. (4) Given the reactants Cl.C(OC(=O)[NH:8][C:9]1[C:14]([CH3:15])=[C:13]([O:16][CH3:17])[CH:12]=[C:11]([O:18][CH3:19])[C:10]=1[Cl:20])(C)(C)C, predict the reaction product. The product is: [Cl:20][C:10]1[C:11]([O:18][CH3:19])=[CH:12][C:13]([O:16][CH3:17])=[C:14]([CH3:15])[C:9]=1[NH2:8]. (5) Given the reactants [OH:1][CH2:2][CH:3]1[CH2:8][CH2:7][CH:6]([N:9]2[CH2:14][CH2:13][N:12]([C:15]([O:17][C:18]([CH3:21])([CH3:20])[CH3:19])=[O:16])[CH2:11][CH2:10]2)[CH2:5][CH2:4]1.[Cl:22][C:23]1[CH:28]=[C:27](Cl)[N:26]=[C:25]([CH3:30])[N:24]=1.CC(C)([O-])C.[K+], predict the reaction product. The product is: [Cl:22][C:23]1[N:24]=[C:25]([CH3:30])[N:26]=[C:27]([O:1][CH2:2][CH:3]2[CH2:4][CH2:5][CH:6]([N:9]3[CH2:10][CH2:11][N:12]([C:15]([O:17][C:18]([CH3:21])([CH3:20])[CH3:19])=[O:16])[CH2:13][CH2:14]3)[CH2:7][CH2:8]2)[CH:28]=1.